This data is from Forward reaction prediction with 1.9M reactions from USPTO patents (1976-2016). The task is: Predict the product of the given reaction. (1) Given the reactants [C:1]([C:5]1[CH:10]=[CH:9][C:8]([S:11]([N:14]2[CH2:19][CH2:18][N:17]([C:20]([CH:22]3[CH2:24][CH2:23]3)=[O:21])[CH2:16][CH:15]2[CH2:25][OH:26])(=[O:13])=[O:12])=[CH:7][CH:6]=1)([CH3:4])([CH3:3])[CH3:2].[CH3:27]N(C=O)C.CI.[H-].[Na+], predict the reaction product. The product is: [C:1]([C:5]1[CH:10]=[CH:9][C:8]([S:11]([N:14]2[CH2:19][CH2:18][N:17]([C:20]([CH:22]3[CH2:23][CH2:24]3)=[O:21])[CH2:16][CH:15]2[CH2:25][O:26][CH3:27])(=[O:12])=[O:13])=[CH:7][CH:6]=1)([CH3:4])([CH3:2])[CH3:3]. (2) Given the reactants N1C=CC=CC=1.[NH2:7][C:8]1[C:13]2[NH:14][C:15]([C:17]3[C:18](=[O:33])[NH:19][CH:20]=[CH:21][C:22]=3[NH:23][CH2:24][C@@H:25]([OH:32])[C:26]3[CH:31]=[CH:30][CH:29]=[CH:28][CH:27]=3)=[N:16][C:12]=2[CH:11]=[CH:10][CH:9]=1.Cl[C:35]([O:37][C:38]1[CH:43]=[CH:42][C:41]([O:44][CH3:45])=[CH:40][CH:39]=1)=[O:36], predict the reaction product. The product is: [CH3:45][O:44][C:41]1[CH:42]=[CH:43][C:38]([O:37][C:35](=[O:36])[NH:7][C:8]2[C:13]3[NH:14][C:15]([C:17]4[C:18](=[O:33])[NH:19][CH:20]=[CH:21][C:22]=4[NH:23][CH2:24][C@@H:25]([OH:32])[C:26]4[CH:27]=[CH:28][CH:29]=[CH:30][CH:31]=4)=[N:16][C:12]=3[CH:11]=[CH:10][CH:9]=2)=[CH:39][CH:40]=1. (3) Given the reactants C(Cl)Cl.[CH3:4][O:5][CH:6]([C:13]1[CH:18]=[CH:17][CH:16]=[CH:15][C:14]=1[C:19]#[C:20][C:21]1[CH:26]=[CH:25][CH:24]=[CH:23][CH:22]=1)[C:7]#[C:8][Si](C)(C)C.C([O-])([O-])=O.[K+].[K+], predict the reaction product. The product is: [CH3:4][O:5][CH:6]([C:13]1[CH:18]=[CH:17][CH:16]=[CH:15][C:14]=1[C:19]#[C:20][C:21]1[CH:22]=[CH:23][CH:24]=[CH:25][CH:26]=1)[C:7]#[CH:8]. (4) Given the reactants C(OC(=O)[NH:10][CH:11]([C:13]1[N:14]=[C:15]2[CH:20]=[CH:19][CH:18]=[N:17][N:16]2[C:21]=1[C:22]1[CH:27]=[CH:26][CH:25]=[CH:24][N:23]=1)[CH3:12])C1C=CC=CC=1.CSC, predict the reaction product. The product is: [N:23]1[CH:24]=[CH:25][CH:26]=[CH:27][C:22]=1[C:21]1[N:16]2[N:17]=[CH:18][CH:19]=[CH:20][C:15]2=[N:14][C:13]=1[CH:11]([NH2:10])[CH3:12]. (5) Given the reactants [O:1]=[C:2]1[CH2:6][CH2:5][CH2:4][N:3]1[CH:7]([CH3:24])[C:8]([NH:10][C:11]1[CH:23]=[CH:22][C:14]([C:15]([O:17]C(C)(C)C)=[O:16])=[CH:13][CH:12]=1)=[O:9].C(O)(C(F)(F)F)=O, predict the reaction product. The product is: [O:1]=[C:2]1[CH2:6][CH2:5][CH2:4][N:3]1[CH:7]([CH3:24])[C:8]([NH:10][C:11]1[CH:23]=[CH:22][C:14]([C:15]([OH:17])=[O:16])=[CH:13][CH:12]=1)=[O:9]. (6) Given the reactants B.O1CCCC1.[F:7][C:8]1[CH:13]=[CH:12][C:11]([CH2:14][C:15]([CH3:42])([CH3:41])[C:16]([N:18]2[CH2:23][CH2:22][CH2:21][CH:20]([CH2:24][NH:25][C:26]([NH:28][C:29]3[CH:34]=[CH:33][CH:32]=[C:31]([C:35]4[N:39]([CH3:40])[N:38]=[N:37][N:36]=4)[CH:30]=3)=[O:27])[CH2:19]2)=O)=[CH:10][CH:9]=1.Cl, predict the reaction product. The product is: [F:7][C:8]1[CH:13]=[CH:12][C:11]([CH2:14][C:15]([CH3:42])([CH3:41])[CH2:16][N:18]2[CH2:23][CH2:22][CH2:21][CH:20]([CH2:24][NH:25][C:26]([NH:28][C:29]3[CH:34]=[CH:33][CH:32]=[C:31]([C:35]4[N:39]([CH3:40])[N:38]=[N:37][N:36]=4)[CH:30]=3)=[O:27])[CH2:19]2)=[CH:10][CH:9]=1. (7) Given the reactants C(O)(C(F)(F)F)=O.[C:8]([S:12][S:13][CH2:14][CH2:15][NH:16]C(=O)OC(C)(C)C)([CH3:11])([CH3:10])[CH3:9], predict the reaction product. The product is: [C:8]([S:12][S:13][CH2:14][CH2:15][NH2:16])([CH3:11])([CH3:10])[CH3:9].